From a dataset of Peptide-MHC class II binding affinity with 134,281 pairs from IEDB. Regression. Given a peptide amino acid sequence and an MHC pseudo amino acid sequence, predict their binding affinity value. This is MHC class II binding data. (1) The peptide sequence is LKGSETTVTERIFRE. The MHC is H-2-IAb with pseudo-sequence H-2-IAb. The binding affinity (normalized) is 0.0746. (2) The peptide sequence is YHFDLSGIAFGSMAK. The MHC is HLA-DQA10102-DQB10602 with pseudo-sequence HLA-DQA10102-DQB10602. The binding affinity (normalized) is 0.319. (3) The peptide sequence is THDMCPDVMSAGESKHGL. The MHC is DRB5_0101 with pseudo-sequence DRB5_0101. The binding affinity (normalized) is 0.0536.